This data is from Catalyst prediction with 721,799 reactions and 888 catalyst types from USPTO. The task is: Predict which catalyst facilitates the given reaction. (1) Reactant: [C:1]1([C:14]2[CH:19]=[CH:18][CH:17]=[CH:16][CH:15]=2)[CH:6]=[CH:5][C:4]([CH2:7][C@H:8]2[NH:12][C:11](=[O:13])[CH2:10][CH2:9]2)=[CH:3][CH:2]=1.C(N(CC)CC)C.[C:27](Cl)(=[O:32])[C:28]([CH3:31])([CH3:30])[CH3:29].C(O)(=O)CC(CC(O)=O)(C(O)=O)O. Product: [C:1]1([C:14]2[CH:15]=[CH:16][CH:17]=[CH:18][CH:19]=2)[CH:2]=[CH:3][C:4]([CH2:7][C@H:8]2[N:12]([C:27](=[O:32])[C:28]([CH3:31])([CH3:30])[CH3:29])[C:11](=[O:13])[CH2:10][CH2:9]2)=[CH:5][CH:6]=1. The catalyst class is: 11. (2) Reactant: [CH:1]([C:4]1[CH:13]=[CH:12][C:7]([C:8]([NH:10][NH2:11])=[O:9])=[CH:6][CH:5]=1)([CH3:3])[CH3:2].CCN(CC)CC.Cl[C:22]([C:24]1[CH:33]=[CH:32][C:27]([C:28]([O:30]C)=[O:29])=[CH:26][CH:25]=1)=[O:23]. Product: [CH:1]([C:4]1[CH:13]=[CH:12][C:7]([C:8]([NH:10][NH:11][C:22]([C:24]2[CH:33]=[CH:32][C:27]([C:28]([OH:30])=[O:29])=[CH:26][CH:25]=2)=[O:23])=[O:9])=[CH:6][CH:5]=1)([CH3:3])[CH3:2]. The catalyst class is: 1.